This data is from NCI-60 drug combinations with 297,098 pairs across 59 cell lines. The task is: Regression. Given two drug SMILES strings and cell line genomic features, predict the synergy score measuring deviation from expected non-interaction effect. (1) Drug 1: CCN(CC)CCCC(C)NC1=C2C=C(C=CC2=NC3=C1C=CC(=C3)Cl)OC. Drug 2: CN(C(=O)NC(C=O)C(C(C(CO)O)O)O)N=O. Cell line: HS 578T. Synergy scores: CSS=6.14, Synergy_ZIP=3.24, Synergy_Bliss=1.49, Synergy_Loewe=1.90, Synergy_HSA=-0.863. (2) Drug 1: CC1=CC2C(CCC3(C2CCC3(C(=O)C)OC(=O)C)C)C4(C1=CC(=O)CC4)C. Drug 2: CC1=C(C=C(C=C1)C(=O)NC2=CC(=CC(=C2)C(F)(F)F)N3C=C(N=C3)C)NC4=NC=CC(=N4)C5=CN=CC=C5. Cell line: BT-549. Synergy scores: CSS=-9.94, Synergy_ZIP=4.22, Synergy_Bliss=1.38, Synergy_Loewe=-5.81, Synergy_HSA=-5.21.